Task: Predict the reaction yield, written as a fraction of the theoretical maximum amount of product (1.0 means a 100% yield; for example, 0.34 means a 34% yield).. Dataset: Reaction yield outcomes from USPTO patents with 853,638 reactions (1) The reactants are [CH2:1]([C:3]1[N:4]([C:28]2[CH:33]=[CH:32][C:31]([OH:34])=[CH:30][CH:29]=2)[C:5](=[O:27])[C:6]([CH2:12][C:13]2[CH:18]=[CH:17][C:16]([C:19]3[C:20]([C:25]#[N:26])=[CH:21][CH:22]=[CH:23][CH:24]=3)=[CH:15][CH:14]=2)=[C:7]([CH2:9][CH2:10][CH3:11])[N:8]=1)[CH3:2].[O:35]1[CH2:40][CH2:39][CH:38](O)[CH2:37][CH2:36]1.C1(P(C2C=CC=CC=2)C2C=CC=CC=2)C=CC=CC=1.[N:62]([C:63]([O:65]C(C)C)=[O:64])=[N:62][C:63]([O:65]C(C)C)=[O:64]. The catalyst is O1CCCC1.C(OCC)(=O)C. The product is [CH2:1]([C:3]1[N:4]([C:28]2[CH:33]=[CH:32][C:31]([O:34][CH:38]3[CH2:39][CH2:40][O:35][CH2:36][CH2:37]3)=[CH:30][CH:29]=2)[C:5](=[O:27])[C:6]([CH2:12][C:13]2[CH:18]=[CH:17][C:16]([C:19]3[CH:24]=[CH:23][CH:22]=[CH:21][C:20]=3[C:25]3[NH:62][C:63](=[O:64])[O:65][N:26]=3)=[CH:15][CH:14]=2)=[C:7]([CH2:9][CH2:10][CH3:11])[N:8]=1)[CH3:2]. The yield is 0.350. (2) The yield is 0.400. The catalyst is CC#N. The reactants are [CH:1]1([O:7][C:8]([O:10][CH:11](Cl)[CH3:12])=[O:9])[CH2:6][CH2:5][CH2:4][CH2:3][CH2:2]1.[Na+].[I-:15]. The product is [CH:1]1([O:7][C:8]([O:10][CH:11]([I:15])[CH3:12])=[O:9])[CH2:6][CH2:5][CH2:4][CH2:3][CH2:2]1. (3) The reactants are [NH2:1][C:2]1[C:7]2[O:8][CH2:9][CH2:10][O:11][C:6]=2[C:5]([C:12]([O:14][CH2:15][CH:16]2[CH2:21][CH2:20][N:19]([CH2:22][CH2:23][NH:24][C:25]3[NH:26][CH:27]=[CH:28][C:29](=[O:31])[N:30]=3)[CH2:18][CH2:17]2)=[O:13])=[CH:4][C:3]=1[Cl:32].ClC1N=C(O)[C:41]2[C:36](=[CH:37][CH:38]=CC=2)N=1.[O-2].[Ca+2]. The catalyst is CN(C)C(=O)C. The product is [NH2:1][C:2]1[C:7]2[O:8][CH2:9][CH2:10][O:11][C:6]=2[C:5]([C:12]([O:14][CH2:15][CH:16]2[CH2:21][CH2:20][N:19]([CH2:22][CH2:23][NH:24][C:25]3[NH:26][C:27]4[C:28]([C:29](=[O:31])[N:30]=3)=[CH:38][CH:37]=[CH:36][CH:41]=4)[CH2:18][CH2:17]2)=[O:13])=[CH:4][C:3]=1[Cl:32]. The yield is 0.500. (4) The reactants are [C:1]([C:3]1[CH:11]=[CH:10][C:6]([C:7]([OH:9])=[O:8])=[C:5]([F:12])[CH:4]=1)#[N:2].[CH3:13][CH2:14]O.Cl.C(N=C=NCCCN(C)C)C.ON1C2C=CC=CC=2N=N1.CCN(C(C)C)C(C)C. The catalyst is CCOC(C)=O. The product is [CH2:13]([O:8][C:7](=[O:9])[C:6]1[CH:10]=[CH:11][C:3]([C:1]#[N:2])=[CH:4][C:5]=1[F:12])[CH3:14]. The yield is 0.930. (5) The reactants are C([O:8][C:9]1[C:10]([O:42][CH3:43])=[CH:11][C:12]2[N:18]([C:19]([O:21][C:22]([CH3:25])([CH3:24])[CH3:23])=[O:20])[C@@H:17]([O:26][CH:27]3[C:32]([OH:33])=[C:31]([OH:34])[C:30]([OH:35])=[C:29]([OH:36])[O:28]3)[C@@H:16]3[CH2:37][CH2:38][CH2:39][N:15]3[C:14](=[O:40])[C:13]=2[CH:41]=1)C1C=CC=CC=1.OCC1(OC[C@@H](O)[C@@H](O)[C@H]1O)O. The catalyst is [Pd].CCOC(C)=O.CCCCCC. The product is [C:22]([O:21][C:19]([N:18]1[C:12]2[CH:11]=[C:10]([O:42][CH3:43])[C:9]([OH:8])=[CH:41][C:13]=2[C:14](=[O:40])[N:15]2[CH2:39][CH2:38][CH2:37][C@H:16]2[C@@H:17]1[O:26][CH:27]1[C:32]([OH:33])=[C:31]([OH:34])[C:30]([OH:35])=[C:29]([OH:36])[O:28]1)=[O:20])([CH3:25])([CH3:23])[CH3:24]. The yield is 0.900. (6) The reactants are [F:1][C:2]1[CH:3]=[C:4]2[C:9](=[CH:10][C:11]=1[O:12][CH3:13])[N:8]=[C:7]([CH3:14])[CH:6]=[CH:5]2.[Se](=O)=[O:16]. The catalyst is O1CCOCC1.O. The product is [F:1][C:2]1[CH:3]=[C:4]2[C:9](=[CH:10][C:11]=1[O:12][CH3:13])[N:8]=[C:7]([CH:14]=[O:16])[CH:6]=[CH:5]2. The yield is 0.730. (7) The reactants are [F:1][C:2]1[CH:7]=[CH:6][C:5]([C:8]2[CH:13]=[CH:12][N:11]=[CH:10][C:9]=2[N+:14]([O-])=O)=[C:4]([CH3:17])[CH:3]=1. The catalyst is C(O)(=O)C.[Zn]. The product is [F:1][C:2]1[CH:7]=[CH:6][C:5]([C:8]2[CH:13]=[CH:12][N:11]=[CH:10][C:9]=2[NH2:14])=[C:4]([CH3:17])[CH:3]=1. The yield is 0.330. (8) The reactants are [N:1]12[CH2:8][CH2:7][N:4]([CH2:5][CH2:6]1)[CH2:3][CH2:2]2.[F:9][C:10]([F:17])([F:16])[S:11]([O:14]C)(=[O:13])=[O:12]. The catalyst is CCOCC. The product is [F:9][C:10]([F:17])([F:16])[S:11]([O-:14])(=[O:13])=[O:12].[CH3:10][N+:1]12[CH2:8][CH2:7][N:4]([CH2:5][CH2:6]1)[CH2:3][CH2:2]2. The yield is 0.900. (9) The reactants are [Br:1][C:2]1[CH:8]=[CH:7][C:5]([NH2:6])=[CH:4][C:3]=1[F:9].BrC1C=C[C:14]([NH2:15])=C(F)C=1.[OH-].[Na+].Br[CH:22]([CH3:24])[CH3:23].C[N:26](C)[CH:27]=[O:28]. No catalyst specified. The product is [Br:1][C:2]1[CH:8]=[CH:7][C:5]([N:6]2[C:27](=[O:28])[N:26]([CH:22]([CH3:24])[CH3:23])[N:15]=[CH:14]2)=[CH:4][C:3]=1[F:9]. The yield is 0.224. (10) The reactants are N[C@H:2]([C:10]([OH:12])=[O:11])[CH2:3][C:4]1[CH:9]=[CH:8][CH:7]=[CH:6][CH:5]=1.S(=O)(=O)(O)[OH:14].N([O-])=O.[Na+]. The catalyst is O. The product is [OH:14][C@@H:2]([CH2:3][C:4]1[CH:9]=[CH:8][CH:7]=[CH:6][CH:5]=1)[C:10]([OH:12])=[O:11]. The yield is 0.850.